From a dataset of Full USPTO retrosynthesis dataset with 1.9M reactions from patents (1976-2016). Predict the reactants needed to synthesize the given product. Given the product [NH:1]([C:13]([O:15][C:16]([CH3:19])([CH3:18])[CH3:17])=[O:14])[C@H:2]([C:10]([N:42]1[CH2:49][CH2:48][CH2:47][C@H:43]1[C:44]([NH2:46])=[O:45])=[O:12])[CH2:3][C:4]1[CH:5]=[CH:6][CH:7]=[CH:8][CH:9]=1, predict the reactants needed to synthesize it. The reactants are: [NH:1]([C:13]([O:15][C:16]([CH3:19])([CH3:18])[CH3:17])=[O:14])[C@H:2]([C:10]([OH:12])=O)[CH2:3][C:4]1[CH:9]=[CH:8][CH:7]=[CH:6][CH:5]=1.CN1CCOCC1.C(OC(Cl)=O)C(C)C.C(O)(C(F)(F)F)=O.[NH:42]1[CH2:49][CH2:48][CH2:47][C@H:43]1[C:44]([NH2:46])=[O:45].C(N(C(C)C)CC)(C)C.